From a dataset of NCI-60 drug combinations with 297,098 pairs across 59 cell lines. Regression. Given two drug SMILES strings and cell line genomic features, predict the synergy score measuring deviation from expected non-interaction effect. (1) Drug 1: CC1=CC=C(C=C1)C2=CC(=NN2C3=CC=C(C=C3)S(=O)(=O)N)C(F)(F)F. Drug 2: C1C(C(OC1N2C=NC(=NC2=O)N)CO)O. Cell line: SK-MEL-28. Synergy scores: CSS=-6.31, Synergy_ZIP=3.31, Synergy_Bliss=1.07, Synergy_Loewe=-1.46, Synergy_HSA=-3.88. (2) Drug 1: CN1CCC(CC1)COC2=C(C=C3C(=C2)N=CN=C3NC4=C(C=C(C=C4)Br)F)OC. Drug 2: C1CN1P(=S)(N2CC2)N3CC3. Cell line: A498. Synergy scores: CSS=14.7, Synergy_ZIP=-5.84, Synergy_Bliss=-2.48, Synergy_Loewe=-4.22, Synergy_HSA=-0.378. (3) Drug 1: CC(CN1CC(=O)NC(=O)C1)N2CC(=O)NC(=O)C2. Drug 2: CC1=CC2C(CCC3(C2CCC3(C(=O)C)OC(=O)C)C)C4(C1=CC(=O)CC4)C. Cell line: CAKI-1. Synergy scores: CSS=22.8, Synergy_ZIP=-2.50, Synergy_Bliss=-3.84, Synergy_Loewe=-11.7, Synergy_HSA=-7.04. (4) Drug 1: CC1=CC2C(CCC3(C2CCC3(C(=O)C)OC(=O)C)C)C4(C1=CC(=O)CC4)C. Drug 2: CN(C(=O)NC(C=O)C(C(C(CO)O)O)O)N=O. Cell line: HOP-92. Synergy scores: CSS=-0.755, Synergy_ZIP=3.65, Synergy_Bliss=3.41, Synergy_Loewe=-5.01, Synergy_HSA=-5.00. (5) Drug 1: C1=CC(=CC=C1CCCC(=O)O)N(CCCl)CCCl. Drug 2: C#CCC(CC1=CN=C2C(=N1)C(=NC(=N2)N)N)C3=CC=C(C=C3)C(=O)NC(CCC(=O)O)C(=O)O. Cell line: UACC62. Synergy scores: CSS=21.4, Synergy_ZIP=-10.1, Synergy_Bliss=-5.12, Synergy_Loewe=-5.37, Synergy_HSA=-4.27. (6) Drug 1: C1CN1C2=NC(=NC(=N2)N3CC3)N4CC4. Drug 2: C1=CC(=CC=C1CCCC(=O)O)N(CCCl)CCCl. Cell line: CAKI-1. Synergy scores: CSS=17.8, Synergy_ZIP=-4.18, Synergy_Bliss=-6.68, Synergy_Loewe=-30.6, Synergy_HSA=-7.21. (7) Drug 2: CC1=C(C=C(C=C1)NC(=O)C2=CC=C(C=C2)CN3CCN(CC3)C)NC4=NC=CC(=N4)C5=CN=CC=C5. Synergy scores: CSS=8.38, Synergy_ZIP=-1.23, Synergy_Bliss=0.389, Synergy_Loewe=-1.69, Synergy_HSA=-0.0196. Cell line: SNB-75. Drug 1: C1=CC(=CC=C1CCCC(=O)O)N(CCCl)CCCl. (8) Drug 1: C1CCC(C1)C(CC#N)N2C=C(C=N2)C3=C4C=CNC4=NC=N3. Drug 2: COCCOC1=C(C=C2C(=C1)C(=NC=N2)NC3=CC=CC(=C3)C#C)OCCOC.Cl. Cell line: A498. Synergy scores: CSS=20.0, Synergy_ZIP=0.517, Synergy_Bliss=6.83, Synergy_Loewe=1.72, Synergy_HSA=6.41. (9) Drug 1: CC12CCC(CC1=CCC3C2CCC4(C3CC=C4C5=CN=CC=C5)C)O. Drug 2: CCN(CC)CCCC(C)NC1=C2C=C(C=CC2=NC3=C1C=CC(=C3)Cl)OC. Cell line: CCRF-CEM. Synergy scores: CSS=43.1, Synergy_ZIP=-6.87, Synergy_Bliss=-5.98, Synergy_Loewe=-11.0, Synergy_HSA=-5.25. (10) Drug 1: C1=CC(=CC=C1CCC2=CNC3=C2C(=O)NC(=N3)N)C(=O)NC(CCC(=O)O)C(=O)O. Synergy scores: CSS=30.5, Synergy_ZIP=-4.88, Synergy_Bliss=1.25, Synergy_Loewe=1.52, Synergy_HSA=3.14. Cell line: OVCAR-5. Drug 2: C1=CC=C(C=C1)NC(=O)CCCCCCC(=O)NO.